From a dataset of Experimental lipophilicity measurements (octanol/water distribution) for 4,200 compounds from AstraZeneca. Regression/Classification. Given a drug SMILES string, predict its absorption, distribution, metabolism, or excretion properties. Task type varies by dataset: regression for continuous measurements (e.g., permeability, clearance, half-life) or binary classification for categorical outcomes (e.g., BBB penetration, CYP inhibition). For this dataset (lipophilicity_astrazeneca), we predict Y. (1) The drug is NC(=O)Cc1nc(-c2ccccc2)cs1. The Y is 1.30 logD. (2) The drug is COc1ccc(COC(=O)N2CCC(CNc3ncccn3)CC2)cc1. The Y is 3.14 logD. (3) The drug is O=C(CC1CCCCC1)Nc1c(Cl)ccc2nc(NCCCO)ccc12. The Y is 3.29 logD. (4) The molecule is OC1(c2ccccc2)CNCCc2ccccc21. The Y is 1.38 logD. (5) The molecule is CCc1[nH]c2nc(Sc3cnc4ccc[n+]([O-])c4c3)nc(N3C[C@H]4[C@H](N)[C@H]4C3)c2c1Cl. The Y is 2.30 logD. (6) The molecule is Cc1cn([C@H]2CCCN([C@H](CC3CCOCC3)c3ccc(C(=O)O)c(Oc4cccc(Cl)c4)c3)C2)c(=O)[nH]c1=O. The Y is -0.250 logD.